Dataset: Merck oncology drug combination screen with 23,052 pairs across 39 cell lines. Task: Regression. Given two drug SMILES strings and cell line genomic features, predict the synergy score measuring deviation from expected non-interaction effect. (1) Drug 1: CN1C(=O)C=CC2(C)C3CCC4(C)C(NC(=O)OCC(F)(F)F)CCC4C3CCC12. Drug 2: CCC1(O)C(=O)OCc2c1cc1n(c2=O)Cc2cc3c(CN(C)C)c(O)ccc3nc2-1. Cell line: MDAMB436. Synergy scores: synergy=12.2. (2) Drug 1: Cn1nnc2c(C(N)=O)ncn2c1=O. Drug 2: CC(C)CC(NC(=O)C(Cc1ccccc1)NC(=O)c1cnccn1)B(O)O. Cell line: RKO. Synergy scores: synergy=-26.6. (3) Drug 1: COc1cccc2c1C(=O)c1c(O)c3c(c(O)c1C2=O)CC(O)(C(=O)CO)CC3OC1CC(N)C(O)C(C)O1. Drug 2: N#Cc1ccc(Cn2cncc2CN2CCN(c3cccc(Cl)c3)C(=O)C2)cc1. Cell line: NCIH23. Synergy scores: synergy=-0.634. (4) Drug 1: NC(=O)c1cccc2cn(-c3ccc(C4CCCNC4)cc3)nc12. Drug 2: CNC(=O)c1cc(Oc2ccc(NC(=O)Nc3ccc(Cl)c(C(F)(F)F)c3)cc2)ccn1. Cell line: LOVO. Synergy scores: synergy=-5.60. (5) Drug 2: Cn1nnc2c(C(N)=O)ncn2c1=O. Cell line: SW837. Drug 1: COc1cccc2c1C(=O)c1c(O)c3c(c(O)c1C2=O)CC(O)(C(=O)CO)CC3OC1CC(N)C(O)C(C)O1. Synergy scores: synergy=-13.3. (6) Drug 1: CCN(CC)CCNC(=O)c1c(C)[nH]c(C=C2C(=O)Nc3ccc(F)cc32)c1C. Drug 2: CCc1cnn2c(NCc3ccc[n+]([O-])c3)cc(N3CCCCC3CCO)nc12. Cell line: SW837. Synergy scores: synergy=-13.4. (7) Drug 1: CC(C)CC(NC(=O)C(Cc1ccccc1)NC(=O)c1cnccn1)B(O)O. Drug 2: CNC(=O)c1cc(Oc2ccc(NC(=O)Nc3ccc(Cl)c(C(F)(F)F)c3)cc2)ccn1. Cell line: A2058. Synergy scores: synergy=5.68.